This data is from Reaction yield outcomes from USPTO patents with 853,638 reactions. The task is: Predict the reaction yield, written as a fraction of the theoretical maximum amount of product (1.0 means a 100% yield; for example, 0.34 means a 34% yield). The yield is 0.400. The product is [CH3:59][O:58][C:56]([NH:55][C@@H:51]([CH:52]([CH3:53])[CH3:54])[C:50]([N:46]1[CH2:47][CH2:48][CH2:49][C@H:45]1[C:43]1[NH:42][C:41]2[CH:61]=[C:37]([C:32]3[CH:33]=[C:34]4[CH2:35][O:36][C:23]5[CH:22]=[C:21]6[C:26]([CH:27]=[CH:28][C:18]7[N:17]=[C:16]([C@@H:9]8[CH2:10][C@H:11]([CH2:13][O:14][CH3:15])[CH2:12][N:8]8[C@@:68]([NH:67][C:65](=[O:66])[O:64][CH3:63])([CH:72]([CH3:74])[CH3:73])[CH:69]=[O:70])[NH:20][C:19]=76)=[CH:25][C:24]=5[C:29]4=[CH:30][CH:31]=3)[CH:38]=[CH:39][C:40]=2[N:44]=1)=[O:60])=[O:57]. The reactants are C(OC([N:8]1[CH2:12][C@@H:11]([CH2:13][O:14][CH3:15])[CH2:10][C@H:9]1[C:16]1[NH:20][C:19]2[C:21]3[C:26]([CH:27]=[CH:28][C:18]=2[N:17]=1)=[CH:25][C:24]1[C:29]2[C:34]([CH2:35][O:36][C:23]=1[CH:22]=3)=[CH:33][C:32]([C:37]1[CH:38]=[CH:39][C:40]3[N:44]=[C:43]([C@@H:45]4[CH2:49][CH2:48][CH2:47][N:46]4[C:50](=[O:60])[C@@H:51]([NH:55][C:56]([O:58][CH3:59])=[O:57])[CH:52]([CH3:54])[CH3:53])[NH:42][C:41]=3[CH:61]=1)=[CH:31][CH:30]=2)=O)(C)(C)C.Cl.[CH3:63][O:64][C:65]([NH:67][C@@H:68]([CH:72]([CH3:74])[CH3:73])[C:69](O)=[O:70])=[O:66].CN(C(ON1N=NC2C=CC=NC1=2)=[N+](C)C)C.F[P-](F)(F)(F)(F)F.C(N(C(C)C)CC)(C)C. The catalyst is CN(C=O)C.C(OCC)(=O)C.C(O)C.